Task: Predict the reaction yield, written as a fraction of the theoretical maximum amount of product (1.0 means a 100% yield; for example, 0.34 means a 34% yield).. Dataset: Reaction yield outcomes from USPTO patents with 853,638 reactions (1) The reactants are [NH2:1][C:2]1[S:3][C:4]([N+:7]([O-:9])=[O:8])=[CH:5][N:6]=1.[CH2:10]([N:14]=[C:15]=[O:16])[CH2:11][CH2:12][CH3:13].CC(C)([O-])C.[K+]. The catalyst is CN(C=O)C. The product is [CH2:10]([NH:14][C:15]([NH:1][C:2]1[S:3][C:4]([N+:7]([O-:9])=[O:8])=[CH:5][N:6]=1)=[O:16])[CH2:11][CH2:12][CH3:13]. The yield is 0.490. (2) The reactants are [NH2:1][C:2]1[C:3]([N:11]2[CH2:16][C@H:15]([CH3:17])[C@@H:14]([O:18][Si:19]([C:22]([CH3:25])([CH3:24])[CH3:23])([CH3:21])[CH3:20])[C@H:13]([NH:26][C:27](=[O:33])[O:28][C:29]([CH3:32])([CH3:31])[CH3:30])[CH2:12]2)=[C:4]2[CH2:10][CH2:9][O:8][C:5]2=[N:6][CH:7]=1.[C:34]([O:38][C:39]([NH:41][C:42]1[S:46][C:45]([C:47]2[C:52]([F:53])=[CH:51][CH:50]=[CH:49][C:48]=2[F:54])=[N:44][C:43]=1[C:55](O)=[O:56])=[O:40])([CH3:37])([CH3:36])[CH3:35].CN(C(ON1N=NC2C=CC=NC1=2)=[N+](C)C)C.F[P-](F)(F)(F)(F)F.CCN(C(C)C)C(C)C. The catalyst is CN(C=O)C. The product is [C:34]([O:38][C:39](=[O:40])[NH:41][C:42]1[S:46][C:45]([C:47]2[C:48]([F:54])=[CH:49][CH:50]=[CH:51][C:52]=2[F:53])=[N:44][C:43]=1[C:55]([NH:1][C:2]1[C:3]([N:11]2[CH2:16][C@H:15]([CH3:17])[C@@H:14]([O:18][Si:19]([C:22]([CH3:23])([CH3:25])[CH3:24])([CH3:20])[CH3:21])[C@H:13]([NH:26][C:27]([O:28][C:29]([CH3:32])([CH3:31])[CH3:30])=[O:33])[CH2:12]2)=[C:4]2[CH2:10][CH2:9][O:8][C:5]2=[N:6][CH:7]=1)=[O:56])([CH3:37])([CH3:35])[CH3:36]. The yield is 0.250. (3) The reactants are Br[C:2]1[C:3]([F:19])=[CH:4][C:5]2[O:11][CH2:10][CH2:9][N:8]3[CH:12]=[C:13]([C:15]([NH2:17])=[O:16])[N:14]=[C:7]3[C:6]=2[CH:18]=1.[N:20]1[CH:25]=[CH:24][CH:23]=[C:22]([C:26]([OH:30])([C:28]#[CH:29])[CH3:27])[N:21]=1. No catalyst specified. The product is [F:19][C:3]1[C:2]([C:29]#[C:28][C:26]([OH:30])([C:22]2[N:21]=[N:20][CH:25]=[CH:24][CH:23]=2)[CH3:27])=[CH:18][C:6]2[C:7]3[N:8]([CH:12]=[C:13]([C:15]([NH2:17])=[O:16])[N:14]=3)[CH2:9][CH2:10][O:11][C:5]=2[CH:4]=1. The yield is 0.0900.